This data is from NCI-60 drug combinations with 297,098 pairs across 59 cell lines. The task is: Regression. Given two drug SMILES strings and cell line genomic features, predict the synergy score measuring deviation from expected non-interaction effect. Drug 1: C#CCC(CC1=CN=C2C(=N1)C(=NC(=N2)N)N)C3=CC=C(C=C3)C(=O)NC(CCC(=O)O)C(=O)O. Drug 2: N.N.Cl[Pt+2]Cl. Cell line: SK-OV-3. Synergy scores: CSS=2.33, Synergy_ZIP=-3.77, Synergy_Bliss=1.20, Synergy_Loewe=-8.28, Synergy_HSA=-7.05.